Dataset: Full USPTO retrosynthesis dataset with 1.9M reactions from patents (1976-2016). Task: Predict the reactants needed to synthesize the given product. The reactants are: N1C=CC=C(CN)C=1.[N:9]1[CH:14]=[CH:13][CH:12]=[CH:11][C:10]=1[CH2:15][NH2:16].FC1C=CC(CN2[C@@H](C)CN(C3SC(C(O)=O)=C(C)N=3)C2=O)=CC=1.[F:41][C:42]1[CH:43]=[C:44]([CH:62]=[C:63]([F:65])[CH:64]=1)[CH2:45][N:46]1[C@H:50]([CH3:51])[CH2:49][N:48]([C:52]2[S:53][C:54]([C:58](O)=[O:59])=[C:55]([CH3:57])[N:56]=2)[C:47]1=[O:61]. Given the product [F:65][C:63]1[CH:62]=[C:44]([CH:43]=[C:42]([F:41])[CH:64]=1)[CH2:45][N:46]1[C@H:50]([CH3:51])[CH2:49][N:48]([C:52]2[S:53][C:54]([C:58]([NH:16][CH2:15][C:10]3[CH:11]=[CH:12][CH:13]=[CH:14][N:9]=3)=[O:59])=[C:55]([CH3:57])[N:56]=2)[C:47]1=[O:61], predict the reactants needed to synthesize it.